The task is: Predict which catalyst facilitates the given reaction.. This data is from Catalyst prediction with 721,799 reactions and 888 catalyst types from USPTO. (1) Reactant: [C:1]([O:9][C@H:10]1[CH2:15][CH2:14][C:13](=[O:16])[CH2:12][C@@H:11]1[C:17]1[N:21]([CH3:22])[N:20]=[CH:19][CH:18]=1)(=[O:8])[C:2]1[CH:7]=[CH:6][CH:5]=[CH:4][CH:3]=1.[BH4-].[Na+].O. Product: [C:1]([O:9][C@H:10]1[CH2:15][CH2:14][C@H:13]([OH:16])[CH2:12][C@@H:11]1[C:17]1[N:21]([CH3:22])[N:20]=[CH:19][CH:18]=1)(=[O:8])[C:2]1[CH:3]=[CH:4][CH:5]=[CH:6][CH:7]=1. The catalyst class is: 8. (2) Reactant: [NH2:1][N:2]1[C:7](=[O:8])[C:6]([C:9]2[NH:14][C:13]3[CH:15]=[CH:16][CH:17]=[CH:18][C:12]=3[S:11](=[O:20])(=[O:19])[N:10]=2)=[C:5]([OH:21])[C:4]2[S:22][CH:23]=[CH:24][C:3]1=2.[Br:25][C:26]1[CH:27]=[C:28]([CH:31]=[CH:32][CH:33]=1)[CH:29]=O. Product: [Br:25][C:26]1[CH:27]=[C:28]([CH:29]=[N:1][N:2]2[C:7](=[O:8])[C:6]([C:9]3[NH:14][C:13]4[CH:15]=[CH:16][CH:17]=[CH:18][C:12]=4[S:11](=[O:20])(=[O:19])[N:10]=3)=[C:5]([OH:21])[C:4]3[S:22][CH:23]=[CH:24][C:3]2=3)[CH:31]=[CH:32][CH:33]=1. The catalyst class is: 80. (3) Reactant: C([NH:5][S:6]([C:9]1[C:10]([CH:38]([F:40])[F:39])=[N:11][CH:12]=[C:13]([C:15]2[N:20]=[C:19]([NH:21][CH2:22][C:23]3[CH:28]=[CH:27][CH:26]=[CH:25][N:24]=3)[C:18]3=[C:29]([C:32]4[CH:37]=[CH:36][CH:35]=[CH:34][CH:33]=4)[CH:30]=[CH:31][N:17]3[N:16]=2)[CH:14]=1)(=[O:8])=[O:7])(C)(C)C.C(O)(C(F)(F)F)=O. Product: [F:40][CH:38]([F:39])[C:10]1[C:9]([S:6]([NH2:5])(=[O:7])=[O:8])=[CH:14][C:13]([C:15]2[N:20]=[C:19]([NH:21][CH2:22][C:23]3[CH:28]=[CH:27][CH:26]=[CH:25][N:24]=3)[C:18]3=[C:29]([C:32]4[CH:33]=[CH:34][CH:35]=[CH:36][CH:37]=4)[CH:30]=[CH:31][N:17]3[N:16]=2)=[CH:12][N:11]=1. The catalyst class is: 2.